The task is: Predict hERG channel inhibition at various concentrations.. This data is from hERG Central: cardiac toxicity at 1µM, 10µM, and general inhibition. (1) The molecule is O=C(O)C(=O)O.O=C(c1ccccc1)c1ccc(OCC(O)CNCc2ccc(Cl)cc2)cc1. Results: hERG_inhib (hERG inhibition (general)): blocker. (2) The molecule is CN(C)CCCNC(=O)c1cc(C(=O)c2cccc(Cl)c2Cl)c[nH]1. Results: hERG_inhib (hERG inhibition (general)): blocker. (3) The molecule is FC(F)(F)c1cccc(Cc2noc(CN3CCC(c4ccncc4)CC3)n2)c1. Results: hERG_inhib (hERG inhibition (general)): blocker. (4) The molecule is O=C(Nc1ccncc1)c1cccc(S(=O)(=O)N2CCCC2)c1. Results: hERG_inhib (hERG inhibition (general)): blocker. (5) The molecule is CCN(CCCNC(=O)CC(C(=O)N1CCc2ccccc21)n1ccnc1)c1cccc(C)c1. Results: hERG_inhib (hERG inhibition (general)): blocker. (6) The molecule is CSc1ccc(CNc2ncc(-c3cccc([N+](=O)[O-])c3)n2C)cc1.O=C(O)C(=O)O. Results: hERG_inhib (hERG inhibition (general)): blocker.